Dataset: Full USPTO retrosynthesis dataset with 1.9M reactions from patents (1976-2016). Task: Predict the reactants needed to synthesize the given product. (1) Given the product [Cl:3][C:19]1[N:18]2[C:21]3[CH:27]=[CH:26][CH:25]=[CH:24][C:22]=3[N:23]=[C:17]2[C:16]([C:28]#[N:29])=[C:15]([CH3:30])[C:14]=1[C:9]1[CH:8]=[C:7]([F:6])[CH:12]=[C:11]([F:13])[CH:10]=1, predict the reactants needed to synthesize it. The reactants are: P(Cl)(Cl)([Cl:3])=O.[F:6][C:7]1[CH:8]=[C:9]([CH:14]2[C:19](=O)[N:18]3[C:21]4[CH:27]=[CH:26][CH:25]=[CH:24][C:22]=4[N:23]=[C:17]3[C:16]([C:28]#[N:29])=[C:15]2[CH3:30])[CH:10]=[C:11]([F:13])[CH:12]=1. (2) Given the product [N:28]1([S:25]([C:22]2[CH:21]=[CH:20][C:19]([C:18]3[CH:17]=[CH:16][N:15]=[C:14]4[NH:10][C:11]([C:50](=[O:51])[CH3:49])=[CH:12][C:13]=34)=[CH:24][CH:23]=2)(=[O:27])=[O:26])[CH2:29][CH2:30][CH2:31][CH2:32]1, predict the reactants needed to synthesize it. The reactants are: C1(S([N:10]2[C:14]3=[N:15][CH:16]=[CH:17][C:18]([C:19]4[CH:24]=[CH:23][C:22]([S:25]([N:28]5[CH2:32][CH2:31][CH2:30][CH2:29]5)(=[O:27])=[O:26])=[CH:21][CH:20]=4)=[C:13]3[CH:12]=[CH:11]2)(=O)=O)C=CC=CC=1.[Li+].CC([N-]C(C)C)C.CCCCCCC.C1C[O:51][CH2:50][CH2:49]1.C(C1C=CC=CC=1)C.C(OC(=O)C)(=O)C.